Dataset: Catalyst prediction with 721,799 reactions and 888 catalyst types from USPTO. Task: Predict which catalyst facilitates the given reaction. (1) Reactant: [C:1]([C:3]1[CH:8]=[C:7]([C:9]2[C:10]([C@@H:15]([NH:25][C:26](=[O:38])[CH2:27][C:28]3[C:36]4[C:31](=[CH:32][CH:33]=[C:34]([F:37])[CH:35]=4)[NH:30][CH:29]=3)[CH2:16][C:17]3[CH:22]=[C:21]([F:23])[CH:20]=[C:19]([F:24])[CH:18]=3)=[N:11][CH:12]=[CH:13][CH:14]=2)[CH:6]=[CH:5][N:4]=1)#[N:2].[OH-:39].[K+].OO. Product: [F:24][C:19]1[CH:18]=[C:17]([CH2:16][C@@H:15]([C:10]2[C:9]([C:7]3[CH:6]=[CH:5][N:4]=[C:3]([C:1]([NH2:2])=[O:39])[CH:8]=3)=[CH:14][CH:13]=[CH:12][N:11]=2)[NH:25][C:26](=[O:38])[CH2:27][C:28]2[C:36]3[C:31](=[CH:32][CH:33]=[C:34]([F:37])[CH:35]=3)[NH:30][CH:29]=2)[CH:22]=[C:21]([F:23])[CH:20]=1. The catalyst class is: 1. (2) Reactant: [Br-].[C:2]([CH2:5][CH2:6][CH2:7][P+](C1C=CC=CC=1)(C1C=CC=CC=1)C1C=CC=CC=1)([OH:4])=[O:3].[CH3:27][O:28][C:29]1[C:36]([O:37][CH3:38])=[CH:35][CH:34]=[CH:33][C:30]=1[CH:31]=O. Product: [CH3:27][O:28][C:29]1[C:36]([O:37][CH3:38])=[CH:35][CH:34]=[CH:33][C:30]=1/[CH:31]=[CH:7]/[CH2:6][CH2:5][C:2]([OH:4])=[O:3]. The catalyst class is: 1. (3) Reactant: S(Cl)([Cl:4])(=O)=O.[C:6](=[O:33])(SCC)[O:7][CH2:8][O:9][C:10](=[O:29])[C:11]1[CH:16]=[C:15]([S:17]([NH2:20])(=[O:19])=[O:18])[C:14]([Cl:21])=[CH:13][C:12]=1[NH:22][CH2:23][C:24]1[O:25][CH:26]=[CH:27][CH:28]=1. Product: [C:6]([Cl:4])(=[O:33])[O:7][CH2:8][O:9][C:10](=[O:29])[C:11]1[CH:16]=[C:15]([S:17]([NH2:20])(=[O:19])=[O:18])[C:14]([Cl:21])=[CH:13][C:12]=1[NH:22][CH2:23][C:24]1[O:25][CH:26]=[CH:27][CH:28]=1. The catalyst class is: 4. (4) Reactant: [OH:1][CH:2]([C:6]1[CH:11]=[CH:10][C:9]([C:12]2[N:16]=[C:15]([C:17]3[O:21][N:20]=[C:19]([C:22]4[CH:27]=[CH:26][CH:25]=[CH:24][CH:23]=4)[C:18]=3[C:28]([F:31])([F:30])[F:29])[O:14][N:13]=2)=[CH:8][CH:7]=1)[C:3]([OH:5])=O.[CH3:32][N:33]1CCOCC1.Cl.CN.CN(C(ON1N=NC2C=CC=NC1=2)=[N+](C)C)C.F[P-](F)(F)(F)(F)F. Product: [OH:1][CH:2]([C:6]1[CH:11]=[CH:10][C:9]([C:12]2[N:16]=[C:15]([C:17]3[O:21][N:20]=[C:19]([C:22]4[CH:27]=[CH:26][CH:25]=[CH:24][CH:23]=4)[C:18]=3[C:28]([F:29])([F:30])[F:31])[O:14][N:13]=2)=[CH:8][CH:7]=1)[C:3]([NH:33][CH3:32])=[O:5]. The catalyst class is: 3.